From a dataset of Reaction yield outcomes from USPTO patents with 853,638 reactions. Predict the reaction yield, written as a fraction of the theoretical maximum amount of product (1.0 means a 100% yield; for example, 0.34 means a 34% yield). (1) The reactants are C[O:2][C:3](=[O:34])[CH2:4][CH2:5][C:6]1[CH:11]=[CH:10][C:9]([O:12][C:13]2[CH:18]=[CH:17][C:16]([CH2:19][CH:20]([NH:26][C:27]([O:29][C:30]([CH3:33])([CH3:32])[CH3:31])=[O:28])[C:21](=[O:25])[N:22]([CH3:24])[CH3:23])=[CH:15][CH:14]=2)=[CH:8][CH:7]=1.[OH-].[Li+]. The catalyst is C1COCC1.O. The product is [C:30]([O:29][C:27]([NH:26][CH:20]([C:21](=[O:25])[N:22]([CH3:24])[CH3:23])[CH2:19][C:16]1[CH:17]=[CH:18][C:13]([O:12][C:9]2[CH:10]=[CH:11][C:6]([CH2:5][CH2:4][C:3]([OH:34])=[O:2])=[CH:7][CH:8]=2)=[CH:14][CH:15]=1)=[O:28])([CH3:32])([CH3:31])[CH3:33]. The yield is 0.970. (2) The reactants are [CH:1](=O)[C:2]1[C:3]([O:8][CH3:9])=[CH:4][CH:5]=[CH:6][CH:7]=1.[CH3:11][NH2:12].C(O)(=O)C.[BH4-].[Na+]. The catalyst is CO. The product is [CH3:9][O:8][C:3]1[CH:4]=[CH:5][CH:6]=[CH:7][C:2]=1[CH2:1][NH:12][CH3:11]. The yield is 0.790.